This data is from Reaction yield outcomes from USPTO patents with 853,638 reactions. The task is: Predict the reaction yield, written as a fraction of the theoretical maximum amount of product (1.0 means a 100% yield; for example, 0.34 means a 34% yield). (1) The reactants are [CH:1]([C:3]1[CH:4]=[C:5]([N:12]2[CH2:17][CH2:16][N:15]([CH:18]([CH3:20])[CH3:19])[CH2:14][CH2:13]2)[CH:6]=[CH:7][C:8]=1[N+:9]([O-])=O)=[CH2:2]. The catalyst is [Pd].C(O)C. The product is [CH2:1]([C:3]1[CH:4]=[C:5]([N:12]2[CH2:17][CH2:16][N:15]([CH:18]([CH3:19])[CH3:20])[CH2:14][CH2:13]2)[CH:6]=[CH:7][C:8]=1[NH2:9])[CH3:2]. The yield is 0.640. (2) The reactants are [CH2:1]([O:3][C:4]([C:6]1([C:9]2[CH:14]=[CH:13][C:12]([C:15]3[CH:20]=[CH:19][C:18](Br)=[CH:17][C:16]=3[O:22][CH3:23])=[CH:11][CH:10]=2)[CH2:8][CH2:7]1)=[O:5])[CH3:2].[CH3:24][C:25]1([CH3:41])[C:29]([CH3:31])([CH3:30])[O:28][B:27]([B:27]2[O:28][C:29]([CH3:31])([CH3:30])[C:25]([CH3:41])([CH3:24])[O:26]2)[O:26]1.C([O-])(=O)C.[K+].O. The catalyst is O1CCOCC1. The product is [CH2:1]([O:3][C:4]([C:6]1([C:9]2[CH:14]=[CH:13][C:12]([C:15]3[CH:20]=[CH:19][C:18]([B:27]4[O:28][C:29]([CH3:31])([CH3:30])[C:25]([CH3:41])([CH3:24])[O:26]4)=[CH:17][C:16]=3[O:22][CH3:23])=[CH:11][CH:10]=2)[CH2:8][CH2:7]1)=[O:5])[CH3:2]. The yield is 1.00. (3) The reactants are F[C:2]1[CH:7]=[CH:6][C:5]([N+:8]([O-:10])=[O:9])=[CH:4][C:3]=1[C:11]([F:14])([F:13])[F:12].C([O-])([O-])=O.[K+].[K+].[CH2:21]([O:28][CH2:29][CH2:30][OH:31])[C:22]1[CH:27]=[CH:26][CH:25]=[CH:24][CH:23]=1.CC(=O)OCC. The catalyst is CN(C=O)C. The product is [CH2:21]([O:28][CH2:29][CH2:30][O:31][C:2]1[CH:7]=[CH:6][C:5]([N+:8]([O-:10])=[O:9])=[CH:4][C:3]=1[C:11]([F:14])([F:13])[F:12])[C:22]1[CH:27]=[CH:26][CH:25]=[CH:24][CH:23]=1. The yield is 0.760. (4) The reactants are [ClH:1].[CH3:2][C:3]([CH3:16])([NH2:15])[CH2:4][C:5]1[CH:6]=[C:7]2[C:12](=[CH:13][CH:14]=1)[CH:11]=[CH:10][CH:9]=[CH:8]2. The catalyst is C(O)(=O)C.O=[Pt]=O. The product is [ClH:1].[CH3:2][C:3]([CH3:16])([NH2:15])[CH2:4][C:5]1[CH:6]=[C:7]2[C:12](=[CH:13][CH:14]=1)[CH2:11][CH2:10][CH2:9][CH2:8]2. The yield is 0.850. (5) The reactants are [N:1]([CH2:4][C:5]1[CH:6]=[C:7]([CH:39]=[CH:40][CH:41]=1)[C:8]([NH:10][C:11]1[CH:16]=[CH:15][C:14]([N:17]2[CH2:22][CH2:21][CH2:20][CH2:19][CH2:18]2)=[CH:13][C:12]=1[C:23]([NH:25]/[N:26]=[CH:27]/[C:28]1[CH:33]=[CH:32][C:31]([Cl:34])=[C:30]([C:35]([F:38])([F:37])[F:36])[CH:29]=1)=[O:24])=[O:9])=[N+:2]=[N-:3].[CH2:42]([NH2:45])[C:43]#[CH:44]. No catalyst specified. The product is [NH2:45][CH2:42][C:43]1[N:3]=[N:2][N:1]([CH2:4][C:5]2[CH:6]=[C:7]([CH:39]=[CH:40][CH:41]=2)[C:8]([NH:10][C:11]2[CH:16]=[CH:15][C:14]([N:17]3[CH2:18][CH2:19][CH2:20][CH2:21][CH2:22]3)=[CH:13][C:12]=2[C:23]([NH:25]/[N:26]=[CH:27]/[C:28]2[CH:33]=[CH:32][C:31]([Cl:34])=[C:30]([C:35]([F:38])([F:36])[F:37])[CH:29]=2)=[O:24])=[O:9])[CH:44]=1. The yield is 0.780.